The task is: Predict the reactants needed to synthesize the given product.. This data is from Full USPTO retrosynthesis dataset with 1.9M reactions from patents (1976-2016). (1) The reactants are: [C:1]([NH:8][C:9]1[CH:14]=[CH:13][C:12]([NH2:15])=[CH:11][CH:10]=1)([O:3]C(C)(C)C)=O.C(N(CC)CC)C.[F:23][C:24]1[CH:32]=[CH:31][CH:30]=[C:29]([F:33])[C:25]=1C(Cl)=O. Given the product [NH2:15][C:12]1[CH:11]=[CH:10][C:9]([NH:8][C:1](=[O:3])[C:25]2[C:24]([F:23])=[CH:32][CH:31]=[CH:30][C:29]=2[F:33])=[CH:14][CH:13]=1, predict the reactants needed to synthesize it. (2) Given the product [F:19][C:20]1[CH:25]=[CH:24][C:23]([NH:26][C:27]([N:10]2[CH2:11][CH2:12][C:13]3[C:18](=[CH:17][CH:16]=[CH:15][CH:14]=3)[CH:9]2[C:6]2[CH:5]=[CH:4][C:3]([O:2][CH3:1])=[CH:8][CH:7]=2)=[O:28])=[CH:22][CH:21]=1, predict the reactants needed to synthesize it. The reactants are: [CH3:1][O:2][C:3]1[CH:8]=[CH:7][C:6]([CH:9]2[C:18]3[C:13](=[CH:14][CH:15]=[CH:16][CH:17]=3)[CH2:12][CH2:11][NH:10]2)=[CH:5][CH:4]=1.[F:19][C:20]1[CH:25]=[CH:24][C:23]([N:26]=[C:27]=[O:28])=[CH:22][CH:21]=1. (3) Given the product [ClH:20].[Br:19][C:5]1[CH:6]=[C:7]([S:8][C:9]2[CH:18]=[CH:17][C:12]([C:13]([O:15][CH3:16])=[O:14])=[CH:11][CH:10]=2)[C:2]([NH:1][C:28]2[S:29][C:21]3[C:26]([N:27]=2)=[CH:25][CH:24]=[CH:23][N:22]=3)=[N:3][CH:4]=1, predict the reactants needed to synthesize it. The reactants are: [NH2:1][C:2]1[C:7]([S:8][C:9]2[CH:18]=[CH:17][C:12]([C:13]([O:15][CH3:16])=[O:14])=[CH:11][CH:10]=2)=[CH:6][C:5]([Br:19])=[CH:4][N:3]=1.[Cl:20][C:21]1[C:26]([N:27]=[C:28]=[S:29])=[CH:25][CH:24]=[CH:23][N:22]=1. (4) Given the product [CH3:74][Si:71]([CH3:72])([CH3:73])[CH2:70][CH2:69][O:68][CH2:67][N:41]([CH2:40][O:39][CH2:38][CH2:37][Si:36]([CH3:35])([CH3:76])[CH3:75])[C:42]1[N:47]2[N:48]=[CH:49][C:50]([C:25]3[CH:30]=[N:29][C:28]([C:31]([OH:34])([CH3:33])[CH3:32])=[CH:27][CH:26]=3)=[C:46]2[N:45]=[C:44]([CH:52]2[CH2:58][CH:57]3[N:59]([C:60]([O:62][C:63]([CH3:66])([CH3:65])[CH3:64])=[O:61])[CH:54]([CH2:55][CH2:56]3)[CH2:53]2)[CH:43]=1, predict the reactants needed to synthesize it. The reactants are: C([O-])(=O)C.[K+].B1(B2OC(C)(C)C(C)(C)O2)OC(C)(C)C(C)(C)O1.Br[C:25]1[CH:26]=[CH:27][C:28]([C:31]([OH:34])([CH3:33])[CH3:32])=[N:29][CH:30]=1.[CH3:35][Si:36]([CH3:76])([CH3:75])[CH2:37][CH2:38][O:39][CH2:40][N:41]([CH2:67][O:68][CH2:69][CH2:70][Si:71]([CH3:74])([CH3:73])[CH3:72])[C:42]1[N:47]2[N:48]=[CH:49][C:50](I)=[C:46]2[N:45]=[C:44]([CH:52]2[CH2:58][CH:57]3[N:59]([C:60]([O:62][C:63]([CH3:66])([CH3:65])[CH3:64])=[O:61])[CH:54]([CH2:55][CH2:56]3)[CH2:53]2)[CH:43]=1.C(=O)([O-])[O-].[Na+].[Na+]. (5) Given the product [C:1]1([CH:7]([O:14][C:15]([C:17]2[N:18]3[CH:21]([CH2:22][CH2:23][C:24]=2[S:25][C:76]2[CH:75]=[CH:74][N:73]=[CH:72][C:71]=2[CH2:70][S:69][CH2:68][CH2:67][NH:66][C:64]([O:63][C:59]([CH3:62])([CH3:61])[CH3:60])=[O:65])[C@@H:20]([NH:26][C:27](=[O:57])/[C:28](/[C:50]2[N:51]=[C:52]([NH2:56])[S:53][C:54]=2[Cl:55])=[N:29]\[O:30][C:31]([C:38]2[CH:39]=[CH:40][CH:41]=[CH:42][CH:43]=2)([C:32]2[CH:37]=[CH:36][CH:35]=[CH:34][CH:33]=2)[C:44]2[CH:45]=[CH:46][CH:47]=[CH:48][CH:49]=2)[C:19]3=[O:58])=[O:16])[C:8]2[CH:13]=[CH:12][CH:11]=[CH:10][CH:9]=2)[CH:6]=[CH:5][CH:4]=[CH:3][CH:2]=1, predict the reactants needed to synthesize it. The reactants are: [C:1]1([CH:7]([O:14][C:15]([C:17]2[N:18]3[CH:21]([CH2:22][CH2:23][C:24]=2[SH:25])[C@@H:20]([NH:26][C:27](=[O:57])/[C:28](/[C:50]2[N:51]=[C:52]([NH2:56])[S:53][C:54]=2[Cl:55])=[N:29]\[O:30][C:31]([C:44]2[CH:49]=[CH:48][CH:47]=[CH:46][CH:45]=2)([C:38]2[CH:43]=[CH:42][CH:41]=[CH:40][CH:39]=2)[C:32]2[CH:37]=[CH:36][CH:35]=[CH:34][CH:33]=2)[C:19]3=[O:58])=[O:16])[C:8]2[CH:13]=[CH:12][CH:11]=[CH:10][CH:9]=2)[CH:6]=[CH:5][CH:4]=[CH:3][CH:2]=1.[C:59]([O:63][C:64]([NH:66][CH2:67][CH2:68][S:69][CH2:70][C:71]1[CH:72]=[N:73][CH:74]=[CH:75][C:76]=1Cl)=[O:65])([CH3:62])([CH3:61])[CH3:60].O. (6) Given the product [C:1]([O:5][C:6]([N:8]1[CH2:13][CH2:12][CH:11]([NH:18][C:17]2[CH:19]=[CH:20][CH:21]=[C:22]([CH3:23])[C:16]=2[CH3:15])[CH2:10][CH2:9]1)=[O:7])([CH3:4])([CH3:3])[CH3:2], predict the reactants needed to synthesize it. The reactants are: [C:1]([O:5][C:6]([N:8]1[CH2:13][CH2:12][C:11](=O)[CH2:10][CH2:9]1)=[O:7])([CH3:4])([CH3:3])[CH3:2].[CH3:15][C:16]1[C:22]([CH3:23])=[CH:21][CH:20]=[CH:19][C:17]=1[NH2:18].C(O)(=O)C.C(O[BH-](OC(=O)C)OC(=O)C)(=O)C.[Na+].C(=O)(O)[O-].[Na+]. (7) Given the product [C:11]1([CH:10]([OH:17])[CH2:9][OH:22])[CH:16]=[CH:15][CH:14]=[CH:13][CH:12]=1, predict the reactants needed to synthesize it. The reactants are: C[Si](C)([CH2:9][CH:10]([OH:17])[C:11]1[CH:16]=[CH:15][CH:14]=[CH:13][CH:12]=1)C1C=CC=CN=1.[F-].[K+].C(=O)([O-])[OH:22].[K+].OO.